This data is from Reaction yield outcomes from USPTO patents with 853,638 reactions. The task is: Predict the reaction yield, written as a fraction of the theoretical maximum amount of product (1.0 means a 100% yield; for example, 0.34 means a 34% yield). (1) The reactants are [OH:1][CH2:2][C:3]1[CH2:4][C@H:5]([OH:21])[C@H:6]2[CH2:15][CH2:14][CH:13]3[C@:8]([CH3:18])([CH2:9][CH2:10][CH2:11][C:12]3([CH3:17])[CH3:16])[C@H:7]2[CH2:19][CH:20]=1.CC1(C)N([O])C(C)(C)CCC1.C([O-])(O)=O.[Na+].C([O-])([O-])=O.[K+].[K+].C1C(=O)N(Cl)C(=O)C1. The catalyst is C(Cl)Cl. The product is [OH:21][C@@H:5]1[CH:6]2[CH2:15][CH2:14][CH:13]3[C@@:8]([CH3:18])([CH:7]2[CH2:19][CH:20]=[C:3]([CH:2]=[O:1])[CH2:4]1)[CH2:9][CH2:10][CH2:11][C:12]3([CH3:16])[CH3:17]. The yield is 0.750. (2) The product is [CH2:17]([O:16][C:14]([N:11]1[CH2:12][CH2:13][NH:8][CH2:9][CH:10]1[C:24](=[O:29])[N:25]([O:27][CH3:28])[CH3:26])=[O:15])[C:18]1[CH:19]=[CH:20][CH:21]=[CH:22][CH:23]=1. The yield is 1.00. The catalyst is ClCCl.FC(F)(F)C(O)=O. The reactants are C(OC([N:8]1[CH2:13][CH2:12][N:11]([C:14]([O:16][CH2:17][C:18]2[CH:23]=[CH:22][CH:21]=[CH:20][CH:19]=2)=[O:15])[CH:10]([C:24](=[O:29])[N:25]([O:27][CH3:28])[CH3:26])[CH2:9]1)=O)(C)(C)C. (3) The product is [OH:8][CH2:9][C@@H:10]1[CH2:15][N:14]([CH3:16])[CH2:13][CH2:12][N:11]1[C:17]1[CH:18]=[CH:19][C:20]([O:41][C:42]([F:43])([F:44])[F:45])=[C:21]([NH:23][C:24]2[N:33]=[CH:32][C:31]3[CH2:30][CH2:29][C:28]4[C:34]([C:38]([NH2:40])=[O:39])=[N:35][N:36]([CH3:37])[C:27]=4[C:26]=3[N:25]=2)[CH:22]=1. The catalyst is C(Cl)Cl. The yield is 1.00. The reactants are C([O:8][CH2:9][C@@H:10]1[CH2:15][N:14]([CH3:16])[CH2:13][CH2:12][N:11]1[C:17]1[CH:18]=[CH:19][C:20]([O:41][C:42]([F:45])([F:44])[F:43])=[C:21]([NH:23][C:24]2[N:33]=[CH:32][C:31]3[CH2:30][CH2:29][C:28]4[C:34]([C:38]([NH2:40])=[O:39])=[N:35][N:36]([CH3:37])[C:27]=4[C:26]=3[N:25]=2)[CH:22]=1)C1C=CC=CC=1.B(Cl)(Cl)Cl.CO. (4) The reactants are [CH2:1]([C@@H:4]1[CH2:9][C@H:8]([C:10]2[CH:15]=[CH:14][CH:13]=[C:12]([Cl:16])[CH:11]=2)[C@@H:7]([C:17]2[CH:22]=[CH:21][C:20]([Cl:23])=[CH:19][CH:18]=2)[NH:6][C:5]1=[O:24])[CH:2]=[CH2:3].Br[CH:26]([CH2:29][CH3:30])[CH2:27][CH3:28].[H-].[Na+]. No catalyst specified. The product is [CH2:1]([C@@H:4]1[CH2:9][C@H:8]([C:10]2[CH:15]=[CH:14][CH:13]=[C:12]([Cl:16])[CH:11]=2)[C@@H:7]([C:17]2[CH:22]=[CH:21][C:20]([Cl:23])=[CH:19][CH:18]=2)[N:6]([CH:26]([CH2:29][CH3:30])[CH2:27][CH3:28])[C:5]1=[O:24])[CH:2]=[CH2:3]. The yield is 0.710.